Dataset: TCR-epitope binding with 47,182 pairs between 192 epitopes and 23,139 TCRs. Task: Binary Classification. Given a T-cell receptor sequence (or CDR3 region) and an epitope sequence, predict whether binding occurs between them. (1) The epitope is EHPTFTSQYRIQGKL. The TCR CDR3 sequence is CASDRVLNAGELFF. Result: 0 (the TCR does not bind to the epitope). (2) The epitope is FLPRVFSAV. The TCR CDR3 sequence is CATSPGLGVIPSTDTQYF. Result: 0 (the TCR does not bind to the epitope). (3) The epitope is KLNVGDYFV. The TCR CDR3 sequence is CSVEDSVLGGMGETQYF. Result: 1 (the TCR binds to the epitope). (4) The epitope is FVDGVPFVV. The TCR CDR3 sequence is CASSSSVASNNEQFF. Result: 1 (the TCR binds to the epitope). (5) The epitope is VVYRGTTTY. The TCR CDR3 sequence is CASSESEAVGNTIYF. Result: 1 (the TCR binds to the epitope).